Task: Predict the product of the given reaction.. Dataset: Forward reaction prediction with 1.9M reactions from USPTO patents (1976-2016) (1) The product is: [F:26][C:23]1[CH:24]=[CH:25][C:20]([C:19]([NH:18][C@@:8]2([C:5]3[CH:6]=[CH:7][C:2]([C:51]4[CH:50]=[CH:49][CH:48]=[CH:47][N:52]=4)=[CH:3][CH:4]=3)[C:13]3=[N:14][CH:15]=[CH:16][CH:17]=[C:12]3[O:11][CH2:10][CH2:9]2)=[O:27])=[CH:21][CH:22]=1. Given the reactants Br[C:2]1[CH:7]=[CH:6][C:5]([C@:8]2([NH:18][C:19](=[O:27])[C:20]3[CH:25]=[CH:24][C:23]([F:26])=[CH:22][CH:21]=3)[C:13]3=[N:14][CH:15]=[CH:16][CH:17]=[C:12]3[O:11][CH2:10][CH2:9]2)=[CH:4][CH:3]=1.[O-]P([O-])([O-])=O.[K+].[K+].[K+].[B-]12([C:47]3[N:52]=[CH:51][CH:50]=[CH:49][CH:48]=3)OC(=O)C[N+]1(C)CC(O2)=O.C(NCC)C, predict the reaction product. (2) Given the reactants [F:1][C:2]([F:12])([F:11])[C:3]1[N:8]=[CH:7][C:6]([CH:9]=O)=[CH:5][N:4]=1.[Si]([C:17]#[N:18])(C)(C)C.[NH:19]1[CH2:24][CH2:23][O:22][CH2:21][CH2:20]1.CC([O-])=O.[Na+], predict the reaction product. The product is: [N:19]1([CH:9]([C:6]2[CH:5]=[N:4][C:3]([C:2]([F:12])([F:11])[F:1])=[N:8][CH:7]=2)[C:17]#[N:18])[CH2:24][CH2:23][O:22][CH2:21][CH2:20]1.